From a dataset of Reaction yield outcomes from USPTO patents with 853,638 reactions. Predict the reaction yield, written as a fraction of the theoretical maximum amount of product (1.0 means a 100% yield; for example, 0.34 means a 34% yield). (1) The product is [OH:17][C:7]1([C:3]2[N:2]=[N:1][CH:6]=[CH:5][CH:4]=2)[CH2:16][CH2:15][C:10](=[O:11])[CH2:9][CH2:8]1. The yield is 0.520. The catalyst is C1COCC1. The reactants are [N:1]1[CH:6]=[CH:5][CH:4]=[C:3]([C:7]2([OH:17])[CH2:16][CH2:15][C:10]3(OCC[O:11]3)[CH2:9][CH2:8]2)[N:2]=1.Cl. (2) The reactants are Cl.[F:2][C:3]1[CH:8]=[CH:7][C:6]([C:9]2[CH2:10][CH2:11][NH:12][CH2:13][CH:14]=2)=[CH:5][CH:4]=1.FC(F)(F)S([O-])(=O)=O.[CH3:23][C:24]1[N:25]([S:30](N2C=CN=C2C)(=[O:32])=[O:31])[CH:26]=[CH:27][N+:28]=1C.C(#N)C.C(N(CC)CC)C. The catalyst is O. The product is [F:2][C:3]1[CH:8]=[CH:7][C:6]([C:9]2[CH2:14][CH2:13][N:12]([S:30]([N:25]3[CH:26]=[CH:27][N:28]=[C:24]3[CH3:23])(=[O:32])=[O:31])[CH2:11][CH:10]=2)=[CH:5][CH:4]=1. The yield is 0.520. (3) The catalyst is O1CCCC1. The product is [CH3:34][N:13]([C:14]1[CH:15]=[CH:16][CH:17]=[CH:18][CH:19]=1)[C:11]([N:9]1[CH2:8][CH2:7][N:6]2[C:2](=[O:1])[O:3][C:4]([C:20]3[CH:21]=[CH:22][CH:23]=[CH:24][CH:25]=3)([C:26]3[CH:31]=[CH:30][CH:29]=[CH:28][CH:27]=3)[CH:5]2[CH2:10]1)=[O:12]. The reactants are [O:1]=[C:2]1[N:6]2[CH2:7][CH2:8][N:9]([C:11]([NH:13][C:14]3[CH:19]=[CH:18][CH:17]=[CH:16][CH:15]=3)=[O:12])[CH2:10][CH:5]2[C:4]([C:26]2[CH:31]=[CH:30][CH:29]=[CH:28][CH:27]=2)([C:20]2[CH:25]=[CH:24][CH:23]=[CH:22][CH:21]=2)[O:3]1.[H-].[Na+].[CH3:34]I. The yield is 0.480.